Dataset: Full USPTO retrosynthesis dataset with 1.9M reactions from patents (1976-2016). Task: Predict the reactants needed to synthesize the given product. Given the product [CH:15]1([CH2:19][CH2:20][NH:21][C:22]([C:24]2[N:25]=[N:26][C:27]([N:30]3[CH2:31][CH2:32][N:33]([C:7](=[O:8])[C:6]4[CH:10]=[C:2]([F:1])[CH:3]=[CH:4][C:5]=4[C:11]([F:14])([F:13])[F:12])[CH2:34][CH2:35]3)=[CH:28][CH:29]=2)=[O:23])[CH2:18][CH2:17][CH2:16]1, predict the reactants needed to synthesize it. The reactants are: [F:1][C:2]1[CH:3]=[CH:4][C:5]([C:11]([F:14])([F:13])[F:12])=[C:6]([CH:10]=1)[C:7](Cl)=[O:8].[CH:15]1([CH2:19][CH2:20][NH:21][C:22]([C:24]2[N:25]=[N:26][C:27]([N:30]3[CH2:35][CH2:34][NH:33][CH2:32][CH2:31]3)=[CH:28][CH:29]=2)=[O:23])[CH2:18][CH2:17][CH2:16]1.